This data is from hERG potassium channel inhibition data for cardiac toxicity prediction from Karim et al.. The task is: Regression/Classification. Given a drug SMILES string, predict its toxicity properties. Task type varies by dataset: regression for continuous values (e.g., LD50, hERG inhibition percentage) or binary classification for toxic/non-toxic outcomes (e.g., AMES mutagenicity, cardiotoxicity, hepatotoxicity). Dataset: herg_karim. (1) The compound is CC(C)(O)CNC(=O)c1ccc(C2(c3ccc(OCc4ccccn4)cc3)CCCO2)cn1. The result is 0 (non-blocker). (2) The drug is COc1ccc(CN(CC(=O)N2CCC3(CC2)CNC3)c2ccc(C#N)cc2)cc1F. The result is 0 (non-blocker). (3) The molecule is Cn1c(=O)cc(NC2CCN(CC=Cc3ccccc3)CC2)c2cc(Cl)ccc21. The result is 1 (blocker). (4) The drug is COc1ccc(Cn2c(=O)n3ncnc3c3c4c(sc32)CN(CC2CCOCC2)CC4)c(F)c1. The result is 1 (blocker). (5) The compound is CC(C)C1(C(=O)NCc2cc(C(F)(F)F)cc(C(F)(F)F)c2)CCC(N2CCC(c3cccc(C(=O)O)c3)CC2)C1. The result is 1 (blocker). (6) The result is 0 (non-blocker). The drug is COc1cccc2c1[C@H](c1ccccc1)N(C(=O)CNC[C@@H](C)O)CC2. (7) The compound is O=S(=O)(c1ccc(Cl)cc1)C1CCN(CCc2ccc(F)cc2F)CC1. The result is 1 (blocker).